From a dataset of Retrosynthesis with 50K atom-mapped reactions and 10 reaction types from USPTO. Predict the reactants needed to synthesize the given product. (1) The reactants are: NCCCCn1cncn1.O=C(Cl)c1ccc(Cl)c(Cl)c1. Given the product O=C(NCCCCn1cncn1)c1ccc(Cl)c(Cl)c1, predict the reactants needed to synthesize it. (2) Given the product Cc1n[nH]c2c1C(=NNC(=N)NO)CC(c1ccccc1Cl)C2, predict the reactants needed to synthesize it. The reactants are: Cc1n[nH]c2c1C(=O)CC(c1ccccc1Cl)C2.N=C(NN)NO. (3) Given the product COC(=O)c1c(F)ccc(N)c1C, predict the reactants needed to synthesize it. The reactants are: COC(=O)c1c(F)ccc([N+](=O)[O-])c1C. (4) Given the product COc1cc(/C=C/C(=O)O)ccc1-c1nc2c(C)nn(C3CCCCC3)c2c(=O)[nH]1, predict the reactants needed to synthesize it. The reactants are: COC(=O)/C=C/c1ccc(-c2nc3c(C)nn(C4CCCCC4)c3c(=O)[nH]2)c(OC)c1. (5) Given the product O=C(N1CCCN(C2CCC2)CC1)N1CC(Oc2ccc(OC(F)(F)F)cc2)C1, predict the reactants needed to synthesize it. The reactants are: FC(F)(F)Oc1ccc(I)cc1.O=C(N1CCCN(C2CCC2)CC1)N1CC(O)C1.